Dataset: NCI-60 drug combinations with 297,098 pairs across 59 cell lines. Task: Regression. Given two drug SMILES strings and cell line genomic features, predict the synergy score measuring deviation from expected non-interaction effect. (1) Drug 1: C1CCN(CC1)CCOC2=CC=C(C=C2)C(=O)C3=C(SC4=C3C=CC(=C4)O)C5=CC=C(C=C5)O. Synergy scores: CSS=21.5, Synergy_ZIP=1.56, Synergy_Bliss=4.62, Synergy_Loewe=7.26, Synergy_HSA=6.43. Cell line: HOP-92. Drug 2: C1=CC(=CC=C1CC(C(=O)O)N)N(CCCl)CCCl.Cl. (2) Drug 1: C1CN(P(=O)(OC1)NCCCl)CCCl. Drug 2: CC(C)CN1C=NC2=C1C3=CC=CC=C3N=C2N. Cell line: NCI-H226. Synergy scores: CSS=1.74, Synergy_ZIP=-0.282, Synergy_Bliss=0.790, Synergy_Loewe=0.956, Synergy_HSA=-0.126. (3) Drug 1: CNC(=O)C1=CC=CC=C1SC2=CC3=C(C=C2)C(=NN3)C=CC4=CC=CC=N4. Drug 2: CC1C(C(CC(O1)OC2CC(OC(C2O)C)OC3=CC4=CC5=C(C(=O)C(C(C5)C(C(=O)C(C(C)O)O)OC)OC6CC(C(C(O6)C)O)OC7CC(C(C(O7)C)O)OC8CC(C(C(O8)C)O)(C)O)C(=C4C(=C3C)O)O)O)O. Cell line: SK-OV-3. Synergy scores: CSS=-2.68, Synergy_ZIP=4.39, Synergy_Bliss=6.82, Synergy_Loewe=5.46, Synergy_HSA=5.06. (4) Drug 1: COC1=C(C=C2C(=C1)N=CN=C2NC3=CC(=C(C=C3)F)Cl)OCCCN4CCOCC4. Drug 2: CCC1=C2CN3C(=CC4=C(C3=O)COC(=O)C4(CC)O)C2=NC5=C1C=C(C=C5)O. Cell line: SR. Synergy scores: CSS=84.1, Synergy_ZIP=4.26, Synergy_Bliss=4.25, Synergy_Loewe=-2.01, Synergy_HSA=5.52. (5) Drug 1: CC1=C2C(C(=O)C3(C(CC4C(C3C(C(C2(C)C)(CC1OC(=O)C(C(C5=CC=CC=C5)NC(=O)OC(C)(C)C)O)O)OC(=O)C6=CC=CC=C6)(CO4)OC(=O)C)OC)C)OC. Drug 2: CCCCCOC(=O)NC1=NC(=O)N(C=C1F)C2C(C(C(O2)C)O)O. Cell line: NCI-H322M. Synergy scores: CSS=53.4, Synergy_ZIP=16.7, Synergy_Bliss=17.1, Synergy_Loewe=-57.1, Synergy_HSA=15.7. (6) Drug 1: CS(=O)(=O)C1=CC(=C(C=C1)C(=O)NC2=CC(=C(C=C2)Cl)C3=CC=CC=N3)Cl. Drug 2: C1CCC(C(C1)N)N.C(=O)(C(=O)[O-])[O-].[Pt+4]. Cell line: SK-MEL-28. Synergy scores: CSS=7.71, Synergy_ZIP=1.26, Synergy_Bliss=10.5, Synergy_Loewe=-0.805, Synergy_HSA=3.82. (7) Drug 1: CCCS(=O)(=O)NC1=C(C(=C(C=C1)F)C(=O)C2=CNC3=C2C=C(C=N3)C4=CC=C(C=C4)Cl)F. Drug 2: C1C(C(OC1N2C=NC3=C2NC=NCC3O)CO)O. Cell line: SK-MEL-28. Synergy scores: CSS=38.7, Synergy_ZIP=5.37, Synergy_Bliss=6.06, Synergy_Loewe=-23.1, Synergy_HSA=5.03. (8) Drug 1: CCC1=C2CN3C(=CC4=C(C3=O)COC(=O)C4(CC)O)C2=NC5=C1C=C(C=C5)O. Drug 2: CC1C(C(CC(O1)OC2CC(CC3=C2C(=C4C(=C3O)C(=O)C5=C(C4=O)C(=CC=C5)OC)O)(C(=O)CO)O)N)O.Cl. Cell line: SK-MEL-5. Synergy scores: CSS=51.3, Synergy_ZIP=-7.61, Synergy_Bliss=-5.99, Synergy_Loewe=-5.51, Synergy_HSA=-2.50. (9) Synergy scores: CSS=25.5, Synergy_ZIP=6.04, Synergy_Bliss=4.68, Synergy_Loewe=5.40, Synergy_HSA=5.40. Cell line: CAKI-1. Drug 1: C1=C(C(=O)NC(=O)N1)F. Drug 2: C#CCC(CC1=CN=C2C(=N1)C(=NC(=N2)N)N)C3=CC=C(C=C3)C(=O)NC(CCC(=O)O)C(=O)O. (10) Drug 1: CCC1(CC2CC(C3=C(CCN(C2)C1)C4=CC=CC=C4N3)(C5=C(C=C6C(=C5)C78CCN9C7C(C=CC9)(C(C(C8N6C=O)(C(=O)OC)O)OC(=O)C)CC)OC)C(=O)OC)O.OS(=O)(=O)O. Drug 2: C1=CN(C=N1)CC(O)(P(=O)(O)O)P(=O)(O)O. Cell line: MDA-MB-435. Synergy scores: CSS=-0.746, Synergy_ZIP=0.664, Synergy_Bliss=0.855, Synergy_Loewe=0.421, Synergy_HSA=-1.19.